Dataset: Catalyst prediction with 721,799 reactions and 888 catalyst types from USPTO. Task: Predict which catalyst facilitates the given reaction. (1) Reactant: C(OC(=O)[NH:7][CH:8]([C:17]1[CH:22]=[CH:21][CH:20]=[CH:19][CH:18]=1)[C:9]([N:11]1[CH2:16][CH2:15][O:14][CH2:13][CH2:12]1)=[O:10])(C)(C)C.C(O)(C(F)(F)F)=O.C([O-])(O)=O.[Na+]. Product: [NH2:7][CH:8]([C:17]1[CH:22]=[CH:21][CH:20]=[CH:19][CH:18]=1)[C:9]([N:11]1[CH2:12][CH2:13][O:14][CH2:15][CH2:16]1)=[O:10]. The catalyst class is: 2. (2) Reactant: [CH:1]([OH:4])([CH3:3])[CH3:2].[H-].[Na+].F[C:8]1[CH:13]=[CH:12][C:11]([N+:14]([O-:16])=[O:15])=[CH:10][C:9]=1[N:17]1[C:21](=[O:22])[N:20]([CH3:23])[N:19]=[N:18]1.C(OCC)(=O)C. Product: [CH:1]([O:4][C:8]1[CH:13]=[CH:12][C:11]([N+:14]([O-:16])=[O:15])=[CH:10][C:9]=1[N:17]1[C:21](=[O:22])[N:20]([CH3:23])[N:19]=[N:18]1)([CH3:3])[CH3:2]. The catalyst class is: 18. (3) Reactant: Cl.[CH2:2]([NH:14][C:15]([NH:17][C:18](=[NH:25])[N:19]1[CH2:24][CH2:23][O:22][CH2:21][CH2:20]1)=[NH:16])[CH2:3][CH2:4][CH2:5][CH2:6][CH2:7][CH2:8][CH2:9][CH2:10][CH2:11][CH2:12][CH3:13].[CH2:26](O)C.S(=O)(=O)(O)O. Product: [CH2:2]([NH:14][C:15]1[NH:16][CH2:26][N:25]=[C:18]([N:19]2[CH2:24][CH2:23][O:22][CH2:21][CH2:20]2)[N:17]=1)[CH2:3][CH2:4][CH2:5][CH2:6][CH2:7][CH2:8][CH2:9][CH2:10][CH2:11][CH2:12][CH3:13]. The catalyst class is: 21. (4) Reactant: [CH2:1]([C:7]1[N:8]=[C:9]([C:14]2[CH:19]=[CH:18][C:17]([CH3:20])=[CH:16][CH:15]=2)[S:10][C:11]=1[CH2:12][OH:13])[CH2:2][CH2:3][CH2:4][CH2:5][CH3:6].[Cr](Cl)([O-])(=O)=[O:22].[NH+]1C=CC=CC=1.C(OCC)C. Product: [C:12]([O-:13])(=[O:22])[CH3:11].[CH2:1]([C:7]1[N:8]=[C:9]([C:14]2[CH:19]=[CH:18][C:17]([CH3:20])=[CH:16][CH:15]=2)[S:10][C:11]=1[CH:12]=[O:13])[CH2:2][CH2:3][CH2:4][CH2:5][CH3:6]. The catalyst class is: 2. (5) Reactant: Cl[C:2]1[N:7]=[C:6]([N:8]2[CH2:13][CH2:12][CH2:11][C@@H:10]([N:14]([CH2:27][CH3:28])[C:15]3[CH:22]=[CH:21][C:18]([C:19]#[N:20])=[C:17]([C:23]([F:26])([F:25])[F:24])[CH:16]=3)[CH2:9]2)[CH:5]=[CH:4][N:3]=1.[H][H]. Product: [CH2:27]([N:14]([C@@H:10]1[CH2:11][CH2:12][CH2:13][N:8]([C:6]2[CH:5]=[CH:4][N:3]=[CH:2][N:7]=2)[CH2:9]1)[C:15]1[CH:22]=[CH:21][C:18]([C:19]#[N:20])=[C:17]([C:23]([F:25])([F:26])[F:24])[CH:16]=1)[CH3:28]. The catalyst class is: 381. (6) Reactant: [Cl:1][C:2]1[C:10]([F:11])=[CH:9][CH:8]=[C:7]2[C:3]=1[C:4]([NH2:12])=[N:5][NH:6]2.CC1(C)OC(=O)[CH:17]([C:21]([CH:23]2[CH2:28][CH2:27][N:26]([C:29]([O:31][C:32]([CH3:35])([CH3:34])[CH3:33])=[O:30])[CH2:25][CH2:24]2)=O)[C:16](=O)[O:15]1.P([O-])([O-])([O-])=O.[K+].[K+].[K+]. Product: [Cl:1][C:2]1[C:3]2[C:7]([CH:8]=[CH:9][C:10]=1[F:11])=[N:6][N:5]1[C:21]([CH:23]3[CH2:28][CH2:27][N:26]([C:29]([O:31][C:32]([CH3:35])([CH3:34])[CH3:33])=[O:30])[CH2:25][CH2:24]3)=[CH:17][C:16](=[O:15])[NH:12][C:4]=21. The catalyst class is: 10. (7) Product: [F:1][C:2]1[C:3]2[O:28][N:27]=[C:26]([C:29]3[S:31][CH:36]=[C:37]([C:38]([O:40][CH2:41][CH3:42])=[O:39])[N:30]=3)[C:4]=2[CH:5]=[C:6]2[C:19]=1[N:18]1[CH2:20][C@@H:21]([CH3:25])[O:22][C@@H:23]([CH3:24])[C@@H:17]1[C:8]1([C:13](=[O:14])[NH:12][C:11](=[O:15])[NH:10][C:9]1=[O:16])[CH2:7]2. Reactant: [F:1][C:2]1[C:3]2[O:28][N:27]=[C:26]([C:29](=[S:31])[NH2:30])[C:4]=2[CH:5]=[C:6]2[C:19]=1[N:18]1[CH2:20][C@@H:21]([CH3:25])[O:22][C@@H:23]([CH3:24])[C@@H:17]1[C:8]1([C:13](=[O:14])[NH:12][C:11](=[O:15])[NH:10][C:9]1=[O:16])[CH2:7]2.CCO.Br[CH2:36][C:37](=O)[C:38]([O:40][CH2:41][CH3:42])=[O:39]. The catalyst class is: 3.